Task: Predict the reactants needed to synthesize the given product.. Dataset: Full USPTO retrosynthesis dataset with 1.9M reactions from patents (1976-2016) (1) The reactants are: [CH3:1][N:2]1[CH:7]2[CH2:8][CH2:9][CH2:10][CH:3]1[CH2:4][C:5](=O)[CH2:6]2.[ClH:12].[NH2:13][OH:14]. Given the product [ClH:12].[CH3:1][N:2]1[CH:7]2[CH2:8][CH2:9][CH2:10][CH:3]1[CH2:4][C:5](=[N:13][OH:14])[CH2:6]2, predict the reactants needed to synthesize it. (2) Given the product [CH2:51]([N:48]1[CH2:47][CH2:46][N:45]([C:37]2[C:38]3[C:43](=[CH:42][CH:41]=[CH:40][CH:39]=3)[CH:44]=[C:35]([C:7]3[CH:6]=[CH:5][C:4]([C:3](=[O:23])[N:2]([CH2:24][CH2:25][O:26][CH2:27][C:28]4[CH:29]=[CH:30][CH:31]=[CH:32][CH:33]=4)[CH3:1])=[CH:9][CH:8]=3)[N:36]=2)[CH2:50][CH2:49]1)[CH3:52], predict the reactants needed to synthesize it. The reactants are: [CH3:1][N:2]([CH2:24][CH2:25][O:26][CH2:27][C:28]1[CH:33]=[CH:32][CH:31]=[CH:30][CH:29]=1)[C:3](=[O:23])[C:4]1[CH:9]=[CH:8][C:7]([Sn](CCCC)(CCCC)CCCC)=[CH:6][CH:5]=1.Br[C:35]1[N:36]=[C:37]([N:45]2[CH2:50][CH2:49][N:48]([CH2:51][CH3:52])[CH2:47][CH2:46]2)[C:38]2[C:43]([CH:44]=1)=[CH:42][CH:41]=[CH:40][CH:39]=2. (3) The reactants are: Cl[C:2]1[N:7]=[CH:6][C:5]([C:8]2([C:19]#[N:20])[CH2:13][C:12]([C:14]([O:16][CH3:17])=[O:15])=[C:11]([OH:18])[CH2:10][CH2:9]2)=[CH:4][CH:3]=1.CC1N=CC(CC#N)=C[N:23]=1. Given the product [C:19]([C:8]1([C:5]2[CH:6]=[N:7][C:2]([CH3:3])=[N:23][CH:4]=2)[CH2:13][C:12]([C:14]([O:16][CH3:17])=[O:15])=[C:11]([OH:18])[CH2:10][CH2:9]1)#[N:20], predict the reactants needed to synthesize it. (4) Given the product [CH:1]1([C:7]([N:28]2[CH2:29][CH2:30][CH:25]([CH2:24][N:21]3[CH2:20][CH2:19][N:18]([C:13]4[CH:14]=[CH:15][CH:16]=[CH:17][C:12]=4[O:11][CH3:10])[CH2:23][CH2:22]3)[CH2:26][CH2:27]2)=[O:8])[CH2:6][CH2:5][CH2:4][CH2:3][CH2:2]1, predict the reactants needed to synthesize it. The reactants are: [CH:1]1([C:7](Cl)=[O:8])[CH2:6][CH2:5][CH2:4][CH2:3][CH2:2]1.[CH3:10][O:11][C:12]1[CH:17]=[CH:16][CH:15]=[CH:14][C:13]=1[N:18]1[CH2:23][CH2:22][N:21]([CH2:24][CH:25]2[CH2:30][CH2:29][NH:28][CH2:27][CH2:26]2)[CH2:20][CH2:19]1.C(N(CC)CC)C. (5) The reactants are: [CH2:1]([O:3][C:4]([C:6]1[NH:14][C:13]2[C:12]([F:15])=[CH:11][N:10]=[CH:9][C:8]=2[C:7]=1[NH:16][C:17]1[CH:22]=[CH:21][C:20]([Si](C)(C)C)=[CH:19][C:18]=1[F:27])=[O:5])[CH3:2].[I:28]Cl. Given the product [CH2:1]([O:3][C:4]([C:6]1[NH:14][C:13]2[C:12]([F:15])=[CH:11][N:10]=[CH:9][C:8]=2[C:7]=1[NH:16][C:17]1[CH:22]=[CH:21][C:20]([I:28])=[CH:19][C:18]=1[F:27])=[O:5])[CH3:2], predict the reactants needed to synthesize it.